From a dataset of Forward reaction prediction with 1.9M reactions from USPTO patents (1976-2016). Predict the product of the given reaction. (1) Given the reactants [Si:1]([O:8][CH2:9][C:10]1[CH:15]=[CH:14][CH:13]=[CH:12][C:11]=1[SH:16])([C:4]([CH3:7])([CH3:6])[CH3:5])([CH3:3])[CH3:2].BrC1[CH:19]=[CH:20][CH:21]=[N:22][CH:23]=1.C(=O)([O-])[O-].[Cs+].[Cs+].C[N:31]1CCCC1=O, predict the reaction product. The product is: [Si:1]([O:8][CH2:9][C:10]1[CH:15]=[CH:14][CH:13]=[CH:12][C:11]=1[S:16][C:20]1[CH:21]=[N:22][CH:23]=[N:31][CH:19]=1)([C:4]([CH3:7])([CH3:6])[CH3:5])([CH3:3])[CH3:2]. (2) Given the reactants [N+:1]([C:4]1[CH:12]=[C:11]2[C:7]([CH2:8][CH2:9][CH:10]2[NH:13][C:14]2[CH:19]=[CH:18][C:17]([C:20]([F:23])([F:22])[F:21])=[CH:16][CH:15]=2)=[CH:6][C:5]=1[NH:24][C:25](=[O:33])[CH2:26][CH2:27][CH:28]1[CH2:32][CH2:31][CH2:30][CH2:29]1)([O-])=O, predict the reaction product. The product is: [NH2:1][C:4]1[CH:12]=[C:11]2[C:7]([CH2:8][CH2:9][CH:10]2[NH:13][C:14]2[CH:15]=[CH:16][C:17]([C:20]([F:22])([F:23])[F:21])=[CH:18][CH:19]=2)=[CH:6][C:5]=1[NH:24][C:25](=[O:33])[CH2:26][CH2:27][CH:28]1[CH2:29][CH2:30][CH2:31][CH2:32]1. (3) Given the reactants [C:1]([C:3]1[CH:8]=[CH:7][C:6]([N:9]([CH2:14][CH:15]2[CH2:17][CH2:16]2)[CH2:10][C:11]([OH:13])=O)=[CH:5][C:4]=1[C:18]([F:21])([F:20])[F:19])#[N:2].[C:22]1([C@@H:28]([NH2:30])[CH3:29])[CH:27]=[CH:26][CH:25]=[CH:24][CH:23]=1, predict the reaction product. The product is: [C:1]([C:3]1[CH:8]=[CH:7][C:6]([N:9]([CH2:14][CH:15]2[CH2:17][CH2:16]2)[CH2:10][C:11]([NH:30][C@H:28]([C:22]2[CH:27]=[CH:26][CH:25]=[CH:24][CH:23]=2)[CH3:29])=[O:13])=[CH:5][C:4]=1[C:18]([F:21])([F:20])[F:19])#[N:2]. (4) Given the reactants Br[C:2]1[CH:7]=[CH:6][C:5]([C:8]2[O:12][N:11]=[C:10]([CH3:13])[C:9]=2[C:14]([OH:16])=[O:15])=[CH:4][CH:3]=1.[CH2:17]([O:19][C:20]([C:22]1[CH:27]=[CH:26][C:25](B(O)O)=[CH:24][CH:23]=1)=[O:21])[CH3:18], predict the reaction product. The product is: [CH2:17]([O:19][C:20]([C:22]1[CH:27]=[CH:26][C:25]([C:2]2[CH:7]=[CH:6][C:5]([C:8]3[O:12][N:11]=[C:10]([CH3:13])[C:9]=3[C:14]([OH:16])=[O:15])=[CH:4][CH:3]=2)=[CH:24][CH:23]=1)=[O:21])[CH3:18].